Dataset: NCI-60 drug combinations with 297,098 pairs across 59 cell lines. Task: Regression. Given two drug SMILES strings and cell line genomic features, predict the synergy score measuring deviation from expected non-interaction effect. (1) Drug 1: CC1C(C(CC(O1)OC2CC(CC3=C2C(=C4C(=C3O)C(=O)C5=C(C4=O)C(=CC=C5)OC)O)(C(=O)CO)O)N)O.Cl. Drug 2: CN(CCCl)CCCl.Cl. Cell line: MALME-3M. Synergy scores: CSS=16.3, Synergy_ZIP=-7.43, Synergy_Bliss=-2.61, Synergy_Loewe=-4.62, Synergy_HSA=-0.328. (2) Drug 1: C1=CC=C(C(=C1)C(C2=CC=C(C=C2)Cl)C(Cl)Cl)Cl. Drug 2: C1CCC(C(C1)N)N.C(=O)(C(=O)[O-])[O-].[Pt+4]. Cell line: BT-549. Synergy scores: CSS=21.8, Synergy_ZIP=-3.98, Synergy_Bliss=0.0325, Synergy_Loewe=-1.08, Synergy_HSA=3.89. (3) Drug 1: CC1=CC2C(CCC3(C2CCC3(C(=O)C)OC(=O)C)C)C4(C1=CC(=O)CC4)C. Drug 2: CN1C(=O)N2C=NC(=C2N=N1)C(=O)N. Cell line: UACC-257. Synergy scores: CSS=-2.38, Synergy_ZIP=3.91, Synergy_Bliss=7.66, Synergy_Loewe=3.03, Synergy_HSA=2.58. (4) Drug 1: CN1CCC(CC1)COC2=C(C=C3C(=C2)N=CN=C3NC4=C(C=C(C=C4)Br)F)OC. Drug 2: C1=NC2=C(N1)C(=S)N=C(N2)N. Cell line: SK-MEL-5. Synergy scores: CSS=13.5, Synergy_ZIP=-5.76, Synergy_Bliss=-2.42, Synergy_Loewe=-18.8, Synergy_HSA=-6.53. (5) Drug 1: CC1C(C(CC(O1)OC2CC(CC3=C2C(=C4C(=C3O)C(=O)C5=C(C4=O)C(=CC=C5)OC)O)(C(=O)CO)O)N)O.Cl. Drug 2: C1=CC(=CC=C1CCCC(=O)O)N(CCCl)CCCl. Cell line: SNB-19. Synergy scores: CSS=10.5, Synergy_ZIP=-3.29, Synergy_Bliss=-1.33, Synergy_Loewe=-0.731, Synergy_HSA=0.990. (6) Drug 1: C1CC(=O)NC(=O)C1N2CC3=C(C2=O)C=CC=C3N. Drug 2: C1CCC(C(C1)N)N.C(=O)(C(=O)[O-])[O-].[Pt+4]. Cell line: OVCAR-4. Synergy scores: CSS=2.82, Synergy_ZIP=-2.10, Synergy_Bliss=-5.41, Synergy_Loewe=-31.6, Synergy_HSA=-5.14. (7) Drug 1: CC1C(C(CC(O1)OC2CC(CC3=C2C(=C4C(=C3O)C(=O)C5=C(C4=O)C(=CC=C5)OC)O)(C(=O)C)O)N)O.Cl. Drug 2: C1=NC2=C(N1)C(=S)N=CN2. Cell line: OVCAR3. Synergy scores: CSS=26.8, Synergy_ZIP=-17.5, Synergy_Bliss=-21.6, Synergy_Loewe=-20.0, Synergy_HSA=-19.0.